Dataset: Peptide-MHC class I binding affinity with 185,985 pairs from IEDB/IMGT. Task: Regression. Given a peptide amino acid sequence and an MHC pseudo amino acid sequence, predict their binding affinity value. This is MHC class I binding data. (1) The peptide sequence is DEDDSEPVL. The binding affinity (normalized) is 0.208. The MHC is HLA-B18:01 with pseudo-sequence HLA-B18:01. (2) The peptide sequence is HHSDDALFI. The MHC is HLA-A29:02 with pseudo-sequence HLA-A29:02. The binding affinity (normalized) is 0.0847.